Dataset: Full USPTO retrosynthesis dataset with 1.9M reactions from patents (1976-2016). Task: Predict the reactants needed to synthesize the given product. (1) Given the product [F:19][C:15]1[CH:14]=[C:13]([C:22]2[CH:21]=[N:20][C:29]3[C:24](=[C:25]4[CH:37]=[CH:36][CH:35]=[CH:34][C:26]4=[C:27]4[CH:33]=[CH:32][CH:31]=[CH:30][C:28]4=3)[N:23]=2)[CH:18]=[CH:17][CH:16]=1, predict the reactants needed to synthesize it. The reactants are: CCCCCC.C([Li])CCC.Br[C:13]1[CH:14]=[C:15]([F:19])[CH:16]=[CH:17][CH:18]=1.[N:20]1[C:29]2[C:24](=[C:25]3[CH:37]=[CH:36][CH:35]=[CH:34][C:26]3=[C:27]3[CH:33]=[CH:32][CH:31]=[CH:30][C:28]3=2)[N:23]=[CH:22][CH:21]=1. (2) Given the product [C:29]([Si:33]([CH3:35])([CH3:34])[O:1][C:2]1[CH:3]=[CH:4][C:5]2[C:17](=[O:18])[C:16]3[C:15]4[C:10](=[CH:11][C:12]([C:19]#[N:20])=[CH:13][CH:14]=4)[NH:9][C:8]=3[C:7]([CH3:21])([CH3:22])[C:6]=2[CH:23]=1)([CH3:32])([CH3:31])[CH3:30], predict the reactants needed to synthesize it. The reactants are: [OH:1][C:2]1[CH:3]=[CH:4][C:5]2[C:17](=[O:18])[C:16]3[C:15]4[C:10](=[CH:11][C:12]([C:19]#[N:20])=[CH:13][CH:14]=4)[NH:9][C:8]=3[C:7]([CH3:22])([CH3:21])[C:6]=2[CH:23]=1.N1C=CN=C1.[C:29]([Si:33](Cl)([CH3:35])[CH3:34])([CH3:32])([CH3:31])[CH3:30].C(=O)([O-])O.[Na+]. (3) Given the product [NH2:37][C:38]([N:16]1[CH2:17][CH2:18][C@H:14]([NH:13][C:12]2[C:11]([C:19]([O:21][CH2:22][CH3:23])=[O:20])=[CH:10][N:9]=[C:8]3[N:4]([CH2:2][CH3:3])[N:5]=[CH:6][C:7]=23)[CH2:15]1)=[O:39], predict the reactants needed to synthesize it. The reactants are: Cl.[CH2:2]([N:4]1[C:8]2=[N:9][CH:10]=[C:11]([C:19]([O:21][CH2:22][CH3:23])=[O:20])[C:12]([NH:13][C@H:14]3[CH2:18][CH2:17][NH:16][CH2:15]3)=[C:7]2[CH:6]=[N:5]1)[CH3:3].CCN(C(C)C)C(C)C.C[Si]([N:37]=[C:38]=[O:39])(C)C. (4) Given the product [C:16]([C:15]1[CH:14]=[C:13]([CH:20]=[CH:19][CH:18]=1)[O:12][CH2:11][N:8]1[C:9]2[C:5](=[CH:4][CH:3]=[C:2]([NH:1][C:25](=[O:26])[CH2:24][C:21](=[O:23])[CH3:22])[CH:10]=2)[CH:6]=[CH:7]1)#[N:17], predict the reactants needed to synthesize it. The reactants are: [NH2:1][C:2]1[CH:10]=[C:9]2[C:5]([CH:6]=[CH:7][N:8]2[CH2:11][O:12][C:13]2[CH:14]=[C:15]([CH:18]=[CH:19][CH:20]=2)[C:16]#[N:17])=[CH:4][CH:3]=1.[C:21]([CH:24]=[C:25]=[O:26])(=[O:23])[CH3:22]. (5) Given the product [CH3:12][S:13][C:14]1[CH:23]=[CH:22][C:17]([C:18](=[O:19])[CH2:10][C:9]#[N:11])=[CH:16][CH:15]=1, predict the reactants needed to synthesize it. The reactants are: [H-].[Na+].O1CCOCC1.[C:9](#[N:11])[CH3:10].[CH3:12][S:13][C:14]1[CH:23]=[CH:22][C:17]([C:18](OC)=[O:19])=[CH:16][CH:15]=1. (6) Given the product [CH2:1]([O:3][C:4](=[O:19])[C:5]1[CH:10]=[CH:9][CH:8]=[C:7]([N:11]([CH2:28][CH:27]=[CH2:26])[C:12]([O:14][C:15]([CH3:18])([CH3:17])[CH3:16])=[O:13])[CH:6]=1)[CH3:2], predict the reactants needed to synthesize it. The reactants are: [CH2:1]([O:3][C:4](=[O:19])[C:5]1[CH:10]=[CH:9][CH:8]=[C:7]([NH:11][C:12]([O:14][C:15]([CH3:18])([CH3:17])[CH3:16])=[O:13])[CH:6]=1)[CH3:2].C(=O)([O-])[O-].[Cs+].[Cs+].[CH2:26](Br)[CH:27]=[CH2:28]. (7) Given the product [Cl:1][C:2]1[CH:7]=[CH:6][CH:5]=[C:4]([Cl:8])[C:3]=1[CH2:9][O:10][C:12]1[CH:17]=[CH:16][C:15]2[C:18]3([CH2:31][O:32][C:14]=2[CH:13]=1)[CH2:23][CH2:22][N:21]([C:24]([O:26][C:27]([CH3:28])([CH3:29])[CH3:30])=[O:25])[CH2:20][CH2:19]3, predict the reactants needed to synthesize it. The reactants are: [Cl:1][C:2]1[CH:7]=[CH:6][CH:5]=[C:4]([Cl:8])[C:3]=1[CH2:9][OH:10].O[C:12]1[CH:17]=[CH:16][C:15]2[C:18]3([CH2:31][O:32][C:14]=2[CH:13]=1)[CH2:23][CH2:22][N:21]([C:24]([O:26][C:27]([CH3:30])([CH3:29])[CH3:28])=[O:25])[CH2:20][CH2:19]3.C1(P(C2C=CC=CC=2)C2C=CC=CC=2)C=CC=CC=1.CC(OC(/N=N/C(OC(C)C)=O)=O)C. (8) Given the product [CH3:30][C:25]1([CH3:29])[CH2:24][C:23]2([CH2:31][CH2:32][CH2:33][N:21]([CH:18]3[CH2:19][CH2:20][N:15]([C:13]([C:12]4[CH:11]=[CH:10][S:9][C:8]=4[NH:7][C:6]([NH:45][CH2:43][CH3:44])=[O:5])=[O:14])[CH2:16][CH2:17]3)[CH2:22]2)[C:27](=[O:28])[O:26]1, predict the reactants needed to synthesize it. The reactants are: C([O:5][C:6](=O)[NH:7][C:8]1[S:9][C:10](Br)=[CH:11][C:12]=1[C:13]([N:15]1[CH2:20][CH2:19][CH:18]([N:21]2[CH2:33][CH2:32][CH2:31][C:23]3([C:27](=[O:28])[O:26][C:25]([CH3:30])([CH3:29])[CH2:24]3)[CH2:22]2)[CH2:17][CH2:16]1)=[O:14])(C)(C)C.C(OCC)(=O)C=C.[CH2:43]([N:45](CC)CC)[CH3:44].C(N=C=O)C.